The task is: Predict the reactants needed to synthesize the given product.. This data is from Full USPTO retrosynthesis dataset with 1.9M reactions from patents (1976-2016). (1) Given the product [NH2:1][C:2]1[N:7]=[C:6]([N:8]2[CH2:9][CH2:10][C:11]3([CH2:15][NH:14][C@H:13]([C:16]([OH:18])=[O:17])[CH2:12]3)[CH2:21][CH2:22]2)[CH:5]=[C:4]([O:23][C@H:24]([C:29]2[CH:34]=[CH:33][C:32]([C:35]3[CH:36]=[CH:37][CH:38]=[CH:39][CH:40]=3)=[CH:31][C:30]=2[N:41]2[CH:45]=[CH:44][C:43]([CH3:46])=[N:42]2)[C:25]([F:28])([F:27])[F:26])[N:3]=1, predict the reactants needed to synthesize it. The reactants are: [NH2:1][C:2]1[N:7]=[C:6]([N:8]2[CH2:22][CH2:21][C:11]3([CH2:15][NH:14][C@H:13]([C:16]([O:18]CC)=[O:17])[CH2:12]3)[CH2:10][CH2:9]2)[CH:5]=[C:4]([O:23][C@H:24]([C:29]2[CH:34]=[CH:33][C:32]([C:35]3[CH:40]=[CH:39][CH:38]=[CH:37][CH:36]=3)=[CH:31][C:30]=2[N:41]2[CH:45]=[CH:44][C:43]([CH3:46])=[N:42]2)[C:25]([F:28])([F:27])[F:26])[N:3]=1.O.[OH-].[Li+].Cl. (2) Given the product [CH3:20][C:9]1[N:10]=[C:11]([NH:13][C:14]2[CH:19]=[N:18][CH:17]=[CH:16][N:15]=2)[S:12][C:8]=1[C:6]1[CH:5]=[CH:4][N:3]=[C:2]([NH:21][CH2:22][CH2:23][CH2:24][OH:25])[CH:7]=1, predict the reactants needed to synthesize it. The reactants are: Cl[C:2]1[CH:7]=[C:6]([C:8]2[S:12][C:11]([NH:13][C:14]3[CH:19]=[N:18][CH:17]=[CH:16][N:15]=3)=[N:10][C:9]=2[CH3:20])[CH:5]=[CH:4][N:3]=1.[NH2:21][CH2:22][CH2:23][CH2:24][OH:25]. (3) Given the product [Cl:11][C:9]1[C:8]([CH:12]2[CH2:14][CH2:13]2)=[CH:7][C:3]([C:4]([NH2:6])=[O:5])=[C:2]([O:15][CH2:16][CH2:17][CH2:18][C:19](=[O:21])[CH3:20])[N:10]=1, predict the reactants needed to synthesize it. The reactants are: Cl[C:2]1[N:10]=[C:9]([Cl:11])[C:8]([CH:12]2[CH2:14][CH2:13]2)=[CH:7][C:3]=1[C:4]([NH2:6])=[O:5].[OH:15][CH2:16][CH2:17][CH2:18][C:19](=[O:21])[CH3:20].[H-].[Na+]. (4) Given the product [C:10]([O:14][C:15]([C@H:17]([CH2:21][S:22]([CH2:23][C:24]1[CH:25]=[CH:26][C:27]([C:30]2[CH:35]=[CH:34][C:33]([C:36]3[C:41]4[O:42][C:43]5[CH:48]=[CH:47][CH:46]=[CH:45][C:44]=5[C:40]=4[CH:39]=[CH:38][CH:37]=3)=[CH:32][CH:31]=2)=[CH:28][CH:29]=1)=[O:5])[C:18]([OH:20])=[O:19])=[O:16])([CH3:13])([CH3:11])[CH3:12], predict the reactants needed to synthesize it. The reactants are: B1([O-])OO1.[OH2:5].O.O.O.[Na+].[C:10]([O:14][C:15]([C@H:17]([CH2:21][S:22][CH2:23][C:24]1[CH:29]=[CH:28][C:27]([C:30]2[CH:35]=[CH:34][C:33]([C:36]3[C:41]4[O:42][C:43]5[CH:48]=[CH:47][CH:46]=[CH:45][C:44]=5[C:40]=4[CH:39]=[CH:38][CH:37]=3)=[CH:32][CH:31]=2)=[CH:26][CH:25]=1)[C:18]([OH:20])=[O:19])=[O:16])([CH3:13])([CH3:12])[CH3:11]. (5) The reactants are: [N:1]1[CH:6]=[CH:5][CH:4]=[CH:3][C:2]=1[C:7]1([OH:13])[CH2:12][CH2:11][NH:10][CH2:9][CH2:8]1.[Cl:14][C:15]1[N:16]=[C:17]([N:26]2[CH2:31][CH2:30][O:29][CH2:28][CH2:27]2)[C:18]2[S:23][C:22]([CH:24]=O)=[CH:21][C:19]=2[N:20]=1. Given the product [Cl:14][C:15]1[N:16]=[C:17]([N:26]2[CH2:27][CH2:28][O:29][CH2:30][CH2:31]2)[C:18]2[S:23][C:22]([CH2:24][N:10]3[CH2:9][CH2:8][C:7]([OH:13])([C:2]4[CH:3]=[CH:4][CH:5]=[CH:6][N:1]=4)[CH2:12][CH2:11]3)=[CH:21][C:19]=2[N:20]=1, predict the reactants needed to synthesize it. (6) Given the product [C:11]([NH:10][C@H:5]([C:3]1[N:18]=[C:19]2[CH:24]=[C:23]([Cl:25])[CH:22]=[CH:21][N:20]2[CH:2]=1)[CH2:6][CH:7]([CH3:9])[CH3:8])([O:12][C:13]([CH3:16])([CH3:15])[CH3:14])=[O:17], predict the reactants needed to synthesize it. The reactants are: Cl[CH2:2][C:3]([CH:5]([NH:10][C:11](=[O:17])[O:12][C:13]([CH3:16])([CH3:15])[CH3:14])[CH2:6][CH:7]([CH3:9])[CH3:8])=O.[NH2:18][C:19]1[CH:24]=[C:23]([Cl:25])[CH:22]=[CH:21][N:20]=1. (7) Given the product [Cl:56][C:50]1[CH:49]=[C:48]([C@H:45]([NH:44][C:18]([C:11]2[CH:10]=[C:9]([C:7]([N:3]3[CH2:4][CH2:5][CH2:6][C@@H:2]3[CH3:1])=[O:8])[N:17]3[CH2:16][CH2:15][O:14][CH2:13][C:12]=23)=[O:19])[CH2:46][CH3:47])[CH:55]=[CH:54][C:51]=1[C:52]#[N:53], predict the reactants needed to synthesize it. The reactants are: [CH3:1][C@H:2]1[CH2:6][CH2:5][CH2:4][N:3]1[C:7]([C:9]1[N:17]2[C:12]([CH2:13][O:14][CH2:15][CH2:16]2)=[C:11]([C:18](O)=[O:19])[CH:10]=1)=[O:8].ON1C2C=CC=CC=2N=N1.Cl.C(N=C=NCCCN(C)C)C.Cl.[NH2:44][C@@H:45]([C:48]1[CH:55]=[CH:54][C:51]([C:52]#[N:53])=[C:50]([Cl:56])[CH:49]=1)[CH2:46][CH3:47].C(N(CC)CC)C.